Dataset: NCI-60 drug combinations with 297,098 pairs across 59 cell lines. Task: Regression. Given two drug SMILES strings and cell line genomic features, predict the synergy score measuring deviation from expected non-interaction effect. (1) Drug 1: CC1C(C(CC(O1)OC2CC(CC3=C2C(=C4C(=C3O)C(=O)C5=C(C4=O)C(=CC=C5)OC)O)(C(=O)C)O)N)O.Cl. Drug 2: CC1=C(C(=O)C2=C(C1=O)N3CC4C(C3(C2COC(=O)N)OC)N4)N. Cell line: UACC62. Synergy scores: CSS=27.6, Synergy_ZIP=-14.3, Synergy_Bliss=-9.41, Synergy_Loewe=-8.98, Synergy_HSA=-5.54. (2) Drug 1: CC(CN1CC(=O)NC(=O)C1)N2CC(=O)NC(=O)C2. Drug 2: CNC(=O)C1=NC=CC(=C1)OC2=CC=C(C=C2)NC(=O)NC3=CC(=C(C=C3)Cl)C(F)(F)F. Cell line: SK-OV-3. Synergy scores: CSS=21.9, Synergy_ZIP=-9.86, Synergy_Bliss=-3.40, Synergy_Loewe=-15.0, Synergy_HSA=-2.23. (3) Drug 1: CC12CCC3C(C1CCC2=O)CC(=C)C4=CC(=O)C=CC34C. Drug 2: C1=CC(=C2C(=C1NCCNCCO)C(=O)C3=C(C=CC(=C3C2=O)O)O)NCCNCCO. Cell line: KM12. Synergy scores: CSS=60.9, Synergy_ZIP=11.0, Synergy_Bliss=10.7, Synergy_Loewe=12.2, Synergy_HSA=12.9. (4) Drug 1: CC1C(C(CC(O1)OC2CC(OC(C2O)C)OC3=CC4=CC5=C(C(=O)C(C(C5)C(C(=O)C(C(C)O)O)OC)OC6CC(C(C(O6)C)O)OC7CC(C(C(O7)C)O)OC8CC(C(C(O8)C)O)(C)O)C(=C4C(=C3C)O)O)O)O. Drug 2: CCN(CC)CCCC(C)NC1=C2C=C(C=CC2=NC3=C1C=CC(=C3)Cl)OC. Cell line: COLO 205. Synergy scores: CSS=32.1, Synergy_ZIP=-6.20, Synergy_Bliss=-0.808, Synergy_Loewe=-8.95, Synergy_HSA=-0.930. (5) Cell line: 786-0. Drug 1: CC1CCC2CC(C(=CC=CC=CC(CC(C(=O)C(C(C(=CC(C(=O)CC(OC(=O)C3CCCCN3C(=O)C(=O)C1(O2)O)C(C)CC4CCC(C(C4)OC)O)C)C)O)OC)C)C)C)OC. Drug 2: CC1C(C(CC(O1)OC2CC(CC3=C2C(=C4C(=C3O)C(=O)C5=CC=CC=C5C4=O)O)(C(=O)C)O)N)O. Synergy scores: CSS=48.5, Synergy_ZIP=12.1, Synergy_Bliss=9.46, Synergy_Loewe=9.54, Synergy_HSA=10.5. (6) Drug 1: CC1C(C(CC(O1)OC2CC(CC3=C2C(=C4C(=C3O)C(=O)C5=C(C4=O)C(=CC=C5)OC)O)(C(=O)CO)O)N)O.Cl. Drug 2: CC1=CC2C(CCC3(C2CCC3(C(=O)C)OC(=O)C)C)C4(C1=CC(=O)CC4)C. Cell line: HS 578T. Synergy scores: CSS=23.6, Synergy_ZIP=11.1, Synergy_Bliss=16.0, Synergy_Loewe=13.4, Synergy_HSA=13.4. (7) Drug 1: C1CCN(CC1)CCOC2=CC=C(C=C2)C(=O)C3=C(SC4=C3C=CC(=C4)O)C5=CC=C(C=C5)O. Drug 2: CCCCC(=O)OCC(=O)C1(CC(C2=C(C1)C(=C3C(=C2O)C(=O)C4=C(C3=O)C=CC=C4OC)O)OC5CC(C(C(O5)C)O)NC(=O)C(F)(F)F)O. Cell line: RPMI-8226. Synergy scores: CSS=23.6, Synergy_ZIP=-0.542, Synergy_Bliss=0.684, Synergy_Loewe=0.441, Synergy_HSA=0.337.